Task: Predict the product of the given reaction.. Dataset: Forward reaction prediction with 1.9M reactions from USPTO patents (1976-2016) (1) Given the reactants [NH2:1][C:2]1[C:7]([C:8]#[N:9])=[C:6]([S:10][CH3:11])[C:5]([C:12]#[N:13])=[C:4]([SH:14])[N:3]=1.Cl[CH2:16][C:17]1[N:18]=[C:19]([C:22]2[CH:27]=[CH:26][C:25]([Cl:28])=[CH:24][CH:23]=2)[S:20][CH:21]=1.C(=O)(O)[O-].[Na+], predict the reaction product. The product is: [NH2:1][C:2]1[C:7]([C:8]#[N:9])=[C:6]([S:10][CH3:11])[C:5]([C:12]#[N:13])=[C:4]([S:14][CH2:16][C:17]2[N:18]=[C:19]([C:22]3[CH:27]=[CH:26][C:25]([Cl:28])=[CH:24][CH:23]=3)[S:20][CH:21]=2)[N:3]=1. (2) Given the reactants [CH2:1]([N:3]([CH2:11][C:12]([N:14]1[CH2:19][CH2:18][O:17][C:16]2[CH:20]=[C:21]([N+:24]([O-:26])=[O:25])[CH:22]=[CH:23][C:15]1=2)=O)[C:4](=[O:10])[O:5][C:6]([CH3:9])([CH3:8])[CH3:7])[CH3:2].B.C1COCC1.CO, predict the reaction product. The product is: [CH2:1]([N:3]([CH2:11][CH2:12][N:14]1[CH2:19][CH2:18][O:17][C:16]2[CH:20]=[C:21]([N+:24]([O-:26])=[O:25])[CH:22]=[CH:23][C:15]1=2)[C:4](=[O:10])[O:5][C:6]([CH3:9])([CH3:7])[CH3:8])[CH3:2]. (3) Given the reactants [Br:1][C:2]1[CH:3]=[C:4]2[C:9](=[CH:10][CH:11]=1)[CH:8]=[C:7]([OH:12])[CH:6]=[CH:5]2.Br[CH2:14][CH2:15][CH2:16][OH:17].[OH-].[K+], predict the reaction product. The product is: [Br:1][C:2]1[CH:3]=[C:4]2[C:9](=[CH:10][CH:11]=1)[CH:8]=[C:7]([O:12][CH2:14][CH2:15][CH2:16][OH:17])[CH:6]=[CH:5]2. (4) Given the reactants [F:1][C:2]([F:42])([F:41])[C:3]1[CH:4]=[C:5]([C:13]([CH3:40])([CH3:39])[C:14]([N:16]([CH3:38])[C:17]2[C:18]([C:31]3[CH:36]=[CH:35][CH:34]=[CH:33][C:32]=3[CH3:37])=[CH:19][C:20]([NH:23][C:24]([CH2:26][O:27]C(=O)C)=[O:25])=[N:21][CH:22]=2)=[O:15])[CH:6]=[C:7]([C:9]([F:12])([F:11])[F:10])[CH:8]=1.[OH-].[Na+].C(OCC)(=O)C, predict the reaction product. The product is: [F:42][C:2]([F:1])([F:41])[C:3]1[CH:4]=[C:5]([C:13]([CH3:40])([CH3:39])[C:14]([N:16]([C:17]2[CH:22]=[N:21][C:20]([NH:23][C:24](=[O:25])[CH2:26][OH:27])=[CH:19][C:18]=2[C:31]2[CH:36]=[CH:35][CH:34]=[CH:33][C:32]=2[CH3:37])[CH3:38])=[O:15])[CH:6]=[C:7]([C:9]([F:10])([F:11])[F:12])[CH:8]=1. (5) Given the reactants I.[CH3:2][O:3][C:4]([C:6]1[C:7]2[C:8]([CH2:15]N(C)C)=[CH:9][NH:10][C:11]=2[CH:12]=[CH:13][CH:14]=1)=[O:5].S(OC)(OC)(=O)=O.C[O-].[Na+].[N+:29]([CH:32]([CH3:34])[CH3:33])([O-:31])=[O:30], predict the reaction product. The product is: [CH3:2][O:3][C:4]([C:6]1[C:7]2[C:8]([CH2:15][C:32]([CH3:34])([N+:29]([O-:31])=[O:30])[CH3:33])=[CH:9][NH:10][C:11]=2[CH:12]=[CH:13][CH:14]=1)=[O:5]. (6) Given the reactants C(Br)(Br)(Br)Br.[CH:6]1C=CC(P(C2C=CC=CC=2)C2C=CC=CC=2)=CC=1.[CH3:25][O:26][C:27]1[CH:28]=[C:29]([CH:32]=[C:33]([O:37][CH3:38])[C:34]=1[O:35][CH3:36])[CH:30]=O.[Li]CCCC.[NH4+].[Cl-], predict the reaction product. The product is: [C:30]([C:29]1[CH:32]=[C:33]([O:37][CH3:38])[C:34]([O:35][CH3:36])=[C:27]([O:26][CH3:25])[CH:28]=1)#[CH:6].